This data is from Peptide-MHC class II binding affinity with 134,281 pairs from IEDB. The task is: Regression. Given a peptide amino acid sequence and an MHC pseudo amino acid sequence, predict their binding affinity value. This is MHC class II binding data. (1) The peptide sequence is GKIVHISPLSGSAQH. The binding affinity (normalized) is 0.615. The MHC is DRB1_0401 with pseudo-sequence DRB1_0401. (2) The peptide sequence is QGQWRGAAGTAAQAA. The MHC is DRB1_1302 with pseudo-sequence DRB1_1302. The binding affinity (normalized) is 0.0987. (3) The peptide sequence is YDKFNANVSTVLTGK. The binding affinity (normalized) is 0.477. The MHC is DRB1_1001 with pseudo-sequence DRB1_1001. (4) The peptide sequence is KKMVALTLTSYLGLTQP. The MHC is HLA-DQA10102-DQB10501 with pseudo-sequence HLA-DQA10102-DQB10501. The binding affinity (normalized) is 0.728. (5) The peptide sequence is IRWLIEEVRHRLRIT. The MHC is DRB1_0301 with pseudo-sequence DRB1_0301. The binding affinity (normalized) is 0.603. (6) The peptide sequence is AAATAGTTVYAAFAA. The MHC is HLA-DQA10501-DQB10301 with pseudo-sequence HLA-DQA10501-DQB10301. The binding affinity (normalized) is 0.688. (7) The peptide sequence is CYALDLLYDVIPVSY. The MHC is DRB1_0101 with pseudo-sequence DRB1_0101. The binding affinity (normalized) is 0.652.